Predict the reaction yield, written as a fraction of the theoretical maximum amount of product (1.0 means a 100% yield; for example, 0.34 means a 34% yield). From a dataset of Reaction yield outcomes from USPTO patents with 853,638 reactions. (1) The reactants are [C:1]([O:5][C:6]([C:8]1[CH:9]=[C:10]([CH:14]=[CH:15][CH:16]=1)[C:11]([OH:13])=[O:12])=[O:7])([CH3:4])([CH3:3])[CH3:2].C(O)(=O)C.C(O)(=O)C.[I:25]C1C=CC=CC=1.II. The catalyst is [I-].C([N+](CCCC)(CCCC)CCCC)CCC.C([O-])(=O)C.[Pd+2].C([O-])(=O)C.ClCCCl. The product is [C:1]([O:5][C:6]([C:8]1[CH:16]=[CH:15][C:14]([I:25])=[C:10]([CH:9]=1)[C:11]([OH:13])=[O:12])=[O:7])([CH3:4])([CH3:2])[CH3:3]. The yield is 0.620. (2) The reactants are [Cl:1][C:2]1[C:3]([C:10]([NH2:12])=[O:11])=[N:4][C:5](SC)=[N:6][CH:7]=1.[S:13]([O-:18])(O[O-])(=O)=[O:14].[K+].[K+].[C:21](O)(=O)C.CO. The catalyst is O. The product is [Cl:1][C:2]1[C:3]([C:10]([NH2:12])=[O:11])=[N:4][C:5]([S:13]([CH3:21])(=[O:18])=[O:14])=[N:6][CH:7]=1. The yield is 0.170. (3) The reactants are [CH2:1]([C:4]1[CH:9]=[C:8]([O:10][CH2:11][C:12]2[CH:17]=[CH:16][CH:15]=[CH:14][CH:13]=2)[CH:7]=[C:6]([CH2:18][CH:19]=[CH2:20])[C:5]=1[OH:21])[CH:2]=[CH2:3].[CH3:22][C:23]1[O:27][C:26]([C:28]2[CH:33]=[CH:32][CH:31]=[CH:30][CH:29]=2)=[N:25][C:24]=1[CH2:34][CH2:35]OS(C1C=CC(C)=CC=1)(=O)=O.C([O-])([O-])=O.[Cs+].[Cs+]. The catalyst is CN(C=O)C. The product is [CH2:1]([C:4]1[CH:9]=[C:8]([O:10][CH2:11][C:12]2[CH:17]=[CH:16][CH:15]=[CH:14][CH:13]=2)[CH:7]=[C:6]([CH2:18][CH:19]=[CH2:20])[C:5]=1[O:21][CH2:35][CH2:34][C:24]1[N:25]=[C:26]([C:28]2[CH:33]=[CH:32][CH:31]=[CH:30][CH:29]=2)[O:27][C:23]=1[CH3:22])[CH:2]=[CH2:3]. The yield is 0.830. (4) The reactants are [C:1]([O:5][C:6]([NH:8][C:9]1[CH:14]=[CH:13][CH:12]=[CH:11][C:10]=1[NH:15][C:16](=[O:24])[C:17]1[CH:22]=[CH:21][C:20](Br)=[CH:19][CH:18]=1)=[O:7])([CH3:4])([CH3:3])[CH3:2].[N:25]1[C:34]2[C:29](=[CH:30][CH:31]=[CH:32][C:33]=2B(O)O)[CH:28]=[CH:27][CH:26]=1.C(=O)([O-])O.[Na+]. The catalyst is C1C=CC([P]([Pd]([P](C2C=CC=CC=2)(C2C=CC=CC=2)C2C=CC=CC=2)([P](C2C=CC=CC=2)(C2C=CC=CC=2)C2C=CC=CC=2)[P](C2C=CC=CC=2)(C2C=CC=CC=2)C2C=CC=CC=2)(C2C=CC=CC=2)C2C=CC=CC=2)=CC=1.COCCOC. The product is [C:1]([O:5][C:6]([NH:8][C:9]1[CH:14]=[CH:13][CH:12]=[CH:11][C:10]=1[NH:15][C:16](=[O:24])[C:17]1[CH:22]=[CH:21][C:20]([C:33]2[CH:32]=[CH:31][CH:30]=[C:29]3[C:34]=2[N:25]=[CH:26][CH:27]=[CH:28]3)=[CH:19][CH:18]=1)=[O:7])([CH3:4])([CH3:3])[CH3:2]. The yield is 0.840. (5) The reactants are [I:1][C:2]1[CH:3]=[CH:4][C:5]([O:9][CH:10]([CH3:12])[CH3:11])=[C:6]([OH:8])[CH:7]=1.C([O-])([O-])=O.[K+].[K+].[CH2:19](I)[CH3:20]. The catalyst is CN(C=O)C.C(OCC)C. The product is [CH2:19]([O:8][C:6]1[CH:7]=[C:2]([I:1])[CH:3]=[CH:4][C:5]=1[O:9][CH:10]([CH3:12])[CH3:11])[CH3:20]. The yield is 0.960.